Dataset: Full USPTO retrosynthesis dataset with 1.9M reactions from patents (1976-2016). Task: Predict the reactants needed to synthesize the given product. (1) Given the product [Cl:1][C:2]1[CH:7]=[C:6]([Cl:8])[C:5]([O:9][CH3:10])=[CH:4][C:3]=1[NH:11][C:12]1[C:17]([C:18]#[N:19])=[CH:16][N:15]=[C:14]2[S:20][C:21]([C:33]#[C:32][CH2:31][N:28]3[CH2:29][CH2:30][N:25]([CH3:24])[CH2:26][CH2:27]3)=[CH:22][C:13]=12, predict the reactants needed to synthesize it. The reactants are: [Cl:1][C:2]1[CH:7]=[C:6]([Cl:8])[C:5]([O:9][CH3:10])=[CH:4][C:3]=1[NH:11][C:12]1[C:17]([C:18]#[N:19])=[CH:16][N:15]=[C:14]2[S:20][C:21](I)=[CH:22][C:13]=12.[CH3:24][N:25]1[CH2:30][CH2:29][N:28]([CH2:31][C:32]#[CH:33])[CH2:27][CH2:26]1. (2) Given the product [C:42]([N:28]1[C:24]2([CH2:29][CH2:30][C@@H:22]([C:20]([NH:19][C@H:15]([CH:16]([CH3:18])[CH3:17])[C:14]([N:11]3[CH2:12][CH2:13][C@@:8]([C:5]4[CH:6]=[CH:7][C:2]([Cl:1])=[CH:3][CH:4]=4)([OH:34])[C:9]([CH3:32])([CH3:33])[CH2:10]3)=[O:31])=[O:21])[CH2:23]2)[CH2:25][CH2:26][CH2:27]1)(=[O:44])[CH3:43], predict the reactants needed to synthesize it. The reactants are: [Cl:1][C:2]1[CH:7]=[CH:6][C:5]([C@@:8]2([OH:34])[CH2:13][CH2:12][N:11]([C:14](=[O:31])[C@H:15]([NH:19][C:20]([C@@H:22]3[CH2:30][CH2:29][C:24]4([NH:28][CH2:27][CH2:26][CH2:25]4)[CH2:23]3)=[O:21])[CH:16]([CH3:18])[CH3:17])[CH2:10][C:9]2([CH3:33])[CH3:32])=[CH:4][CH:3]=1.C(N(CC)CC)C.[C:42](OC(=O)C)(=[O:44])[CH3:43].C(O)(C(F)(F)F)=O.